Dataset: hERG potassium channel inhibition data for cardiac toxicity prediction from Karim et al.. Task: Regression/Classification. Given a drug SMILES string, predict its toxicity properties. Task type varies by dataset: regression for continuous values (e.g., LD50, hERG inhibition percentage) or binary classification for toxic/non-toxic outcomes (e.g., AMES mutagenicity, cardiotoxicity, hepatotoxicity). Dataset: herg_karim. (1) The result is 0 (non-blocker). The compound is CC[NH+](CC)CCNC(=O)c1ccc(NS(C)(=O)=O)cc1. (2) The drug is C[C@H](c1ccccc1)N1[C@H]2CC[C@@H]1C[C@@H](Oc1cccc(C(N)=O)c1)C2. The result is 1 (blocker).